Dataset: hERG potassium channel inhibition data for cardiac toxicity prediction from Karim et al.. Task: Regression/Classification. Given a drug SMILES string, predict its toxicity properties. Task type varies by dataset: regression for continuous values (e.g., LD50, hERG inhibition percentage) or binary classification for toxic/non-toxic outcomes (e.g., AMES mutagenicity, cardiotoxicity, hepatotoxicity). Dataset: herg_karim. (1) The molecule is O=C(O[C@H](CO)C(F)(F)F)N1C[C@H]2[C@@H](C1)[C@@H]2c1ccn(-c2ccc(F)cc2)n1. The result is 0 (non-blocker). (2) The molecule is CCN(CC)C(=O)c1ccc(C2=CC3(CCNCC3)Oc3ccccc32)c(O)c1. The result is 0 (non-blocker). (3) The drug is CCCC(=O)NC1CCc2ccc(CCN3CCN(c4nsc5ccccc45)CC3)cc21. The result is 1 (blocker). (4) The drug is Cc1ccc2c(-c3nnc(SCCCCN4CCc5cc6nc(C(F)(F)F)oc6c(C)c5CC4)n3C)cccc2n1. The result is 1 (blocker).